This data is from Forward reaction prediction with 1.9M reactions from USPTO patents (1976-2016). The task is: Predict the product of the given reaction. (1) Given the reactants CC(C)([O-])C.[K+].[OH:7][CH:8]1[CH2:13][CH2:12][O:11][CH2:10][CH2:9]1.F[C:15]1[CH:22]=[CH:21][C:20]([N+:23]([O-])=O)=[CH:19][C:16]=1[C:17]#[N:18], predict the reaction product. The product is: [NH2:23][C:20]1[CH:21]=[CH:22][C:15]([O:7][CH:8]2[CH2:13][CH2:12][O:11][CH2:10][CH2:9]2)=[C:16]([CH:19]=1)[C:17]#[N:18]. (2) Given the reactants [CH3:1][C:2]1([C:18]2[CH:19]=[C:20]([NH:24][S:25]([CH3:28])(=[O:27])=[O:26])[CH:21]=[CH:22][CH:23]=2)[CH:7]2[CH:3]1[CH2:4][N:5]([C:8](=O)/[CH:9]=[CH:10]/[C:11]1[S:12][CH:13]=[CH:14][C:15]=1[CH3:16])[CH2:6]2.[H-].[Al+3].[Li+].[H-].[H-].[H-].O.C(=O)([O-])[O-].[Na+].[Na+], predict the reaction product. The product is: [NH3:5].[CH3:1][C:2]1([C:18]2[CH:19]=[C:20]([NH:24][S:25]([CH3:28])(=[O:27])=[O:26])[CH:21]=[CH:22][CH:23]=2)[CH:7]2[CH:3]1[CH2:4][N:5]([CH2:8]/[CH:9]=[CH:10]/[C:11]1[S:12][CH:13]=[CH:14][C:15]=1[CH3:16])[CH2:6]2. (3) Given the reactants C(OC([N:8]1[CH2:13][CH2:12][CH:11]([C:14]2[CH:18]=[CH:17][O:16][C:15]=2[CH2:19][O:20]S(C2C=CC(C)=CC=2)(=O)=O)[CH2:10][CH2:9]1)=O)(C)(C)C.C(=O)([O-])[O-].[K+].[K+].[C:37]1(O)[CH:42]=[CH:41][CH:40]=[CH:39][CH:38]=1.[C:44]([OH:50])([C:46]([F:49])([F:48])[F:47])=[O:45], predict the reaction product. The product is: [O:20]([CH2:19][C:15]1[O:16][CH:17]=[CH:18][C:14]=1[CH:11]1[CH2:10][CH2:9][NH:8][CH2:13][CH2:12]1)[C:37]1[CH:42]=[CH:41][CH:40]=[CH:39][CH:38]=1.[C:44]([OH:50])([C:46]([F:49])([F:48])[F:47])=[O:45]. (4) Given the reactants COC(OC)([C:10]([C:12]1C=CC=CC=1)=[O:11])C1C=CC=CC=1.CC(C1C(O)=C(C(C)(C)C)C=C(CCC(OCCSCCOC(CCC2C=[C:54](C(C)(C)C)[C:53]([OH:60])=C(C(C)(C)C)C=2)=O)=O)C=1)(C)C.CC1(C)C(OC(CCCCCCCCC(OC2[C:91](C)(C)[CH2:90][NH:89]CC2(C)C)=O)=O)C(C)(C)CNC1.CCC(C)=[O:102], predict the reaction product. The product is: [N:89]([CH2:12][CH2:10][OH:11])([CH2:54][CH2:53][OH:60])[CH2:90][CH2:91][OH:102]. (5) Given the reactants [CH3:1][O:2][C:3](=[O:16])[C:4]1[CH:9]=[CH:8][C:7]([CH:10]([NH2:15])[CH2:11][C:12]([OH:14])=[O:13])=[CH:6][CH:5]=1.[O:17](C(OC(C)(C)C)=O)[C:18]([O:20][C:21]([CH3:24])([CH3:23])[CH3:22])=O, predict the reaction product. The product is: [CH3:1][O:2][C:3](=[O:16])[C:4]1[CH:5]=[CH:6][C:7]([CH:10]([NH:15][C:18]([O:20][C:21]([CH3:24])([CH3:23])[CH3:22])=[O:17])[CH2:11][C:12]([OH:14])=[O:13])=[CH:8][CH:9]=1. (6) Given the reactants CC1(C)CCCC(C)(C)N1.[Li]CCCC.[Br:16][C:17]1[C:24](=[O:25])[CH:23]2[CH:19]([CH2:20][CH2:21][CH2:22]2)[C:18]=1[C:26]1[CH:31]=[CH:30][C:29]([O:32]C(=O)C(C)(C)C)=[CH:28][CH:27]=1.CN1C(=O)N(C)CCC1.C1C=CC(S(N(S(C2C=CC=CC=2)(=O)=O)[F:58])(=O)=O)=CC=1, predict the reaction product. The product is: [Br:16][C:17]1[C:24](=[O:25])[C:23]2([F:58])[CH:19]([C:18]=1[C:26]1[CH:31]=[CH:30][C:29]([OH:32])=[CH:28][CH:27]=1)[CH2:20][CH2:21][CH2:22]2. (7) Given the reactants F[C:2]1[C:10]([O:11][CH2:12][CH2:13][CH2:14][CH2:15][CH2:16][CH3:17])=[CH:9][CH:8]=[CH:7][C:3]=1[C:4]([NH2:6])=[O:5].[OH-:18].[Na+], predict the reaction product. The product is: [OH:18][C:2]1[C:10]([O:11][CH2:12][CH2:13][CH2:14][CH2:15][CH2:16][CH3:17])=[CH:9][CH:8]=[CH:7][C:3]=1[C:4]([NH2:6])=[O:5].